Dataset: Full USPTO retrosynthesis dataset with 1.9M reactions from patents (1976-2016). Task: Predict the reactants needed to synthesize the given product. (1) Given the product [C:16]([N:13]1[CH2:12][CH2:11][N:10]([C:8]2[S:9][C:5]([C:3]([OH:4])=[O:2])=[CH:6][N:7]=2)[CH2:15][CH2:14]1)(=[O:18])[CH3:17], predict the reactants needed to synthesize it. The reactants are: C[O:2][C:3]([C:5]1[S:9][C:8]([N:10]2[CH2:15][CH2:14][N:13]([C:16](=[O:18])[CH3:17])[CH2:12][CH2:11]2)=[N:7][CH:6]=1)=[O:4].Cl.NO.C[O-].[Na+].CO.Cl. (2) Given the product [CH3:1][C:2]1[C:6]([C:7]2[CH:8]=[C:9]([C:19]([C:21]3[CH:26]=[CH:25][CH:24]=[CH:23][N:22]=3)([OH:20])[CH2:28][C:29]([CH3:32])([CH3:31])[CH3:30])[C:10]3[N:14]=[C:13]([O:15][CH2:16][CH3:17])[NH:12][C:11]=3[CH:18]=2)=[C:5]([CH3:27])[O:4][N:3]=1, predict the reactants needed to synthesize it. The reactants are: [CH3:1][C:2]1[C:6]([C:7]2[CH:8]=[C:9]([C:19]([C:21]3[CH:26]=[CH:25][CH:24]=[CH:23][N:22]=3)=[O:20])[C:10]3[N:14]=[C:13]([O:15][CH2:16][CH3:17])[NH:12][C:11]=3[CH:18]=2)=[C:5]([CH3:27])[O:4][N:3]=1.[CH2:28]([Mg]Cl)[C:29]([CH3:32])([CH3:31])[CH3:30]. (3) Given the product [CH3:1][O:2][C:3]([C:5]1[CH:6]=[CH:7][CH:8]=[C:9]2[C:14]=1[N:13]=[CH:12][C:11]([O:15][C:22]1[C:21]([Cl:24])=[CH:20][C:19]([N+:25]([O-:27])=[O:26])=[CH:18][C:17]=1[Cl:16])=[CH:10]2)=[O:4], predict the reactants needed to synthesize it. The reactants are: [CH3:1][O:2][C:3]([C:5]1[CH:6]=[CH:7][CH:8]=[C:9]2[C:14]=1[N:13]=[CH:12][C:11]([OH:15])=[CH:10]2)=[O:4].[Cl:16][C:17]1[CH:18]=[C:19]([N+:25]([O-:27])=[O:26])[CH:20]=[C:21]([Cl:24])[C:22]=1Cl.C([O-])([O-])=O.[K+].[K+]. (4) Given the product [O:23]1[C:24]2[C:25](=[N:26][CH:27]=[CH:28][CH:29]=2)[O:30][C@@H:21]([C:18]2[CH:17]=[CH:16][C:15]([CH2:14][N:11]3[CH2:10][CH2:9][CH:35]([CH2:34][C:33]([OH:41])=[O:32])[CH2:36][CH2:12]3)=[CH:20][CH:19]=2)[CH2:22]1, predict the reactants needed to synthesize it. The reactants are: C(OC(N1C[CH2:12][N:11]([CH2:14][C:15]2[CH:20]=[CH:19][C:18]([C@@H:21]3[O:30][C:25]4=[N:26][CH:27]=[CH:28][CH:29]=[C:24]4[O:23][CH2:22]3)=[CH:17][CH:16]=2)[CH2:10][CH2:9]1)=O)(C)(C)C.C[O:32][C:33](=[O:41])[CH2:34][CH:35]1CCNC[CH2:36]1.O1C2C(=NC=CC=2)O[C@@H](C2C=CC(CN3CCC(C(O)=O)CC3)=CC=2)C1. (5) Given the product [S:27]1[CH:5]=[CH:4][N:28]=[C:26]1[C:25]1[CH:29]=[CH:30][C:22]([OH:21])=[CH:23][CH:24]=1, predict the reactants needed to synthesize it. The reactants are: COO[CH:4](OOC)[CH2:5]Br.C1(C)C=CC(S(O)(=O)=O)=CC=1.[OH:21][C:22]1[CH:30]=[CH:29][C:25]([C:26]([NH2:28])=[S:27])=[CH:24][CH:23]=1. (6) Given the product [OH:77][CH2:76][CH2:78][NH:79][C:42]([C:8]1[S:7][C:6]2[CH:45]=[C:2]([F:1])[CH:3]=[CH:4][C:5]=2[C:9]=1[CH:10]1[CH2:11][CH2:12][N:13]([CH2:16][CH2:17][CH2:18][N:19]2[C:27]3[CH2:26][CH2:25][N:24]([S:28]([CH3:31])(=[O:29])=[O:30])[CH2:23][C:22]=3[C:21]([C:32]3[CH:33]=[CH:34][C:35]([C:38]([F:40])([F:41])[F:39])=[CH:36][CH:37]=3)=[N:20]2)[CH2:14][CH2:15]1)=[O:43], predict the reactants needed to synthesize it. The reactants are: [F:1][C:2]1[CH:3]=[CH:4][C:5]2[C:9]([CH:10]3[CH2:15][CH2:14][N:13]([CH2:16][CH2:17][CH2:18][N:19]4[C:27]5[CH2:26][CH2:25][N:24]([S:28]([CH3:31])(=[O:30])=[O:29])[CH2:23][C:22]=5[C:21]([C:32]5[CH:37]=[CH:36][C:35]([C:38]([F:41])([F:40])[F:39])=[CH:34][CH:33]=5)=[N:20]4)[CH2:12][CH2:11]3)=[C:8]([C:42](O)=[O:43])[S:7][C:6]=2[CH:45]=1.CN(C(ON1N=NC2C=CC=CC1=2)=[N+](C)C)C.F[P-](F)(F)(F)(F)F.CC(=O)OCC.[CH2:76]([CH2:78][NH2:79])[OH:77].